From a dataset of Forward reaction prediction with 1.9M reactions from USPTO patents (1976-2016). Predict the product of the given reaction. (1) The product is: [F:24][C:25]1[CH:26]=[CH:27][C:28]([CH2:29][NH:30][C:31]([N:13]2[CH2:14][CH2:15][CH2:16][N:10]3[C:9](=[O:17])[O:8][C:7]([C:1]4[CH:2]=[CH:3][CH:4]=[CH:5][CH:6]=4)([C:18]4[CH:19]=[CH:20][CH:21]=[CH:22][CH:23]=4)[CH:11]3[CH2:12]2)=[O:32])=[CH:33][CH:34]=1. Given the reactants [C:1]1([C:7]2([C:18]3[CH:23]=[CH:22][CH:21]=[CH:20][CH:19]=3)[CH:11]3[CH2:12][NH:13][CH2:14][CH2:15][CH2:16][N:10]3[C:9](=[O:17])[O:8]2)[CH:6]=[CH:5][CH:4]=[CH:3][CH:2]=1.[F:24][C:25]1[CH:34]=[CH:33][C:28]([CH2:29][N:30]=[C:31]=[O:32])=[CH:27][CH:26]=1, predict the reaction product. (2) Given the reactants [NH:1]1[CH:5]=[C:4](B(O)O)[CH:3]=[N:2]1.N1C2C(=CC=CC=2)C=C(B(O)O)C=1.BrC1C=CC=C2C=1C1(C3=CC4OCOC=4C=C3OC1)C(=O)N2C.Br[C:46]1[CH:54]=[CH:53][CH:52]=[C:51]2[C:47]=1[C:48]1([C:80]3[C:71](=[CH:72][C:73]4[O:78][CH2:77][CH2:76][O:75][C:74]=4[CH:79]=3)[O:70][CH2:69]1)[C:49](=[O:68])[N:50]2[CH:55](C1C=CC=CC=1)C1C=CC=CC=1, predict the reaction product. The product is: [CH3:55][N:50]1[C:51]2[C:47](=[C:46]([C:4]3[CH:3]=[N:2][NH:1][CH:5]=3)[CH:54]=[CH:53][CH:52]=2)[C:48]2([C:80]3[C:71](=[CH:72][C:73]4[O:78][CH2:77][CH2:76][O:75][C:74]=4[CH:79]=3)[O:70][CH2:69]2)[C:49]1=[O:68]. (3) Given the reactants [Cl:1][C:2]1[C:7](=[O:8])[N:6]([CH3:9])[CH:5]=[C:4]([NH:10][CH:11]([C:17]2[CH:22]=[CH:21][C:20]([Cl:23])=[CH:19][CH:18]=2)[C:12]([O:14][CH2:15][CH3:16])=[O:13])[CH:3]=1.[O:24]=[C:25]([CH3:34])[CH2:26][C:27](=[O:33])SC(C)(C)C, predict the reaction product. The product is: [Cl:1][C:2]1[C:7](=[O:8])[N:6]([CH3:9])[CH:5]=[C:4]([N:10]([CH:11]([C:17]2[CH:22]=[CH:21][C:20]([Cl:23])=[CH:19][CH:18]=2)[C:12]([O:14][CH2:15][CH3:16])=[O:13])[C:27](=[O:33])[CH2:26][C:25](=[O:24])[CH3:34])[CH:3]=1. (4) The product is: [CH3:1][C:2]1[CH:7]=[C:6]([N+:8]([O-:10])=[O:9])[CH:5]=[CH:4][C:3]=1[N:11]=[C:12]1[N:17]([CH2:16][C@@H:15]([CH3:14])[CH2:18][CH3:19])[C:22](=[O:23])[CH2:21][S:13]1. Given the reactants [CH3:1][C:2]1[CH:7]=[C:6]([N+:8]([O-:10])=[O:9])[CH:5]=[CH:4][C:3]=1[N:11]=[C:12]=[S:13].[CH3:14][C@@H:15]([CH2:18][CH3:19])[CH2:16][NH2:17].Cl[CH2:21][C:22](O)=[O:23], predict the reaction product. (5) Given the reactants [CH3:1][O:2][C:3]1[CH:4]=[C:5]([CH:26]=[CH:27][C:28]=1[O:29][CH3:30])[CH2:6][N:7]1[C:16](=[O:17])[C:15]2[C:10](=[CH:11][CH:12]=[C:13]([OH:18])[CH:14]=2)[N:9]([CH:19]2[CH2:24][CH2:23][O:22][CH2:21][CH2:20]2)[C:8]1=[O:25].C([O-])([O-])=O.[Cs+].[Cs+].[F:37][CH:38](O)[CH3:39], predict the reaction product. The product is: [CH3:1][O:2][C:3]1[CH:4]=[C:5]([CH:26]=[CH:27][C:28]=1[O:29][CH3:30])[CH2:6][N:7]1[C:16](=[O:17])[C:15]2[C:10](=[CH:11][CH:12]=[C:13]([O:18][CH2:39][CH2:38][F:37])[CH:14]=2)[N:9]([CH:19]2[CH2:24][CH2:23][O:22][CH2:21][CH2:20]2)[C:8]1=[O:25]. (6) Given the reactants O.NN.[CH3:4][O:5][C:6]1[N:7]=[C:8]2[C:17](=[CH:18][CH:19]=1)[N:16]=[CH:15][C:14]1[N:13](C)[C:12](=[O:21])[CH:11]([C@H:22]3[CH2:27][CH2:26][C@H:25]([N:28]4C(=O)C5C(=CC=CC=5)C4=O)[CH2:24][CH2:23]3)[O:10][C:9]2=1, predict the reaction product. The product is: [NH2:28][C@H:25]1[CH2:26][CH2:27][C@H:22]([CH:11]2[O:10][C:9]3[C:8]4[C:17](=[CH:18][CH:19]=[C:6]([O:5][CH3:4])[N:7]=4)[N:16]=[CH:15][C:14]=3[NH:13][C:12]2=[O:21])[CH2:23][CH2:24]1. (7) Given the reactants [CH3:1][O:2][C:3]([CH:5]1[CH2:10][CH2:9][CH2:8][CH:7]([CH2:11]C=C)[N:6]1[C:14](=[O:27])[CH:15]([NH:19][C:20]([O:22][C:23]([CH3:26])([CH3:25])[CH3:24])=[O:21])[CH2:16][CH:17]=[CH2:18])=[O:4].CS(C)=O, predict the reaction product. The product is: [CH3:1][O:2][C:3]([C@H:5]1[N:6]2[C:14](=[O:27])[C@@H:15]([NH:19][C:20]([O:22][C:23]([CH3:25])([CH3:24])[CH3:26])=[O:21])[CH2:16][CH:17]=[CH:18][CH2:11][C@H:7]2[CH2:8][CH2:9][CH2:10]1)=[O:4].